From a dataset of Full USPTO retrosynthesis dataset with 1.9M reactions from patents (1976-2016). Predict the reactants needed to synthesize the given product. (1) Given the product [CH3:24][O:23][C:21](=[O:22])[C:20]1[CH:25]=[CH:26][C:27]([O:29][CH2:30][C:31]2[CH:32]=[CH:33][C:34]([O:37][CH3:38])=[CH:35][CH:36]=2)=[CH:28][C:19]=1[O:18][CH2:4][C@@H:2]1[CH2:3][O:1]1, predict the reactants needed to synthesize it. The reactants are: [O:1]1[CH2:3][C@@H:2]1[CH2:4]C1C([N+]([O-])=O)=CC=CC=1S([O-])(=O)=O.[OH:18][C:19]1[CH:28]=[C:27]([O:29][CH2:30][C:31]2[CH:36]=[CH:35][C:34]([O:37][CH3:38])=[CH:33][CH:32]=2)[CH:26]=[CH:25][C:20]=1[C:21]([O:23][CH3:24])=[O:22].C(=O)([O-])[O-].[Cs+].[Cs+]. (2) Given the product [CH:1]1([CH2:7][C@H:8]([NH:26][C:27]([C:29]2[CH:30]=[C:40]([C:65]3[CH:64]=[CH:63][CH:62]=[C:61]([O:60][CH3:59])[CH:66]=3)[CH:45]=[CH:35][CH:34]=2)=[O:28])[C:9](=[O:25])[NH:10][CH2:11][CH2:12][NH:13][C:14]2[CH:19]=[CH:18][C:17]([O:20][C:21]([F:24])([F:23])[F:22])=[CH:16][CH:15]=2)[CH2:6][CH2:5][CH2:4][CH2:3][CH2:2]1, predict the reactants needed to synthesize it. The reactants are: [CH:1]1([CH2:7][C@H:8]([NH:26][C:27]([C:29]2[CH:30]=NC3N(N=C(C)C=3)[C:34]=2[CH3:35])=[O:28])[C:9](=[O:25])[NH:10][CH2:11][CH2:12][NH:13][C:14]2[CH:19]=[CH:18][C:17]([O:20][C:21]([F:24])([F:23])[F:22])=[CH:16][CH:15]=2)[CH2:6][CH2:5][CH2:4][CH2:3][CH2:2]1.[CH:40]1C=CC2N(O)N=NC=2[CH:45]=1.CC(C)N=C=NC(C)C.[CH3:59][O:60][C:61]1[CH:66]=[CH:65][C:64](NCCN)=[CH:63][CH:62]=1. (3) Given the product [NH2:9][C:10]1[C:11]([CH3:28])=[C:12]([C:20](=[O:27])[C:21](=[CH:3][N:4]([CH3:5])[CH3:6])[C:22]([CH:24]2[CH2:26][CH2:25]2)=[O:23])[CH:13]=[CH:14][C:15]=1[C:16]([F:17])([F:18])[F:19], predict the reactants needed to synthesize it. The reactants are: CO[CH:3](OC)[N:4]([CH3:6])[CH3:5].[NH2:9][C:10]1[C:11]([CH3:28])=[C:12]([C:20](=[O:27])[CH2:21][C:22]([CH:24]2[CH2:26][CH2:25]2)=[O:23])[CH:13]=[CH:14][C:15]=1[C:16]([F:19])([F:18])[F:17]. (4) Given the product [C:1]([C:3]1[CH:27]=[CH:26][C:6]([O:7][C:8]2[CH:9]=[C:10]([CH:14]=[C:15]([O:17][C:18]3[CH:19]=[CH:20][C:21]([C:24]#[N:25])=[CH:22][CH:23]=3)[CH:16]=2)[C:11]([N:28]2[C:37]3[C:32](=[CH:33][CH:34]=[CH:35][CH:36]=3)[CH2:31][CH2:30][CH2:29]2)=[O:13])=[CH:5][CH:4]=1)#[N:2], predict the reactants needed to synthesize it. The reactants are: [C:1]([C:3]1[CH:27]=[CH:26][C:6]([O:7][C:8]2[CH:9]=[C:10]([CH:14]=[C:15]([O:17][C:18]3[CH:23]=[CH:22][C:21]([C:24]#[N:25])=[CH:20][CH:19]=3)[CH:16]=2)[C:11]([OH:13])=O)=[CH:5][CH:4]=1)#[N:2].[NH:28]1[C:37]2[C:32](=[CH:33][CH:34]=[CH:35][CH:36]=2)[CH2:31][CH2:30][CH2:29]1.